From a dataset of Forward reaction prediction with 1.9M reactions from USPTO patents (1976-2016). Predict the product of the given reaction. (1) The product is: [CH3:12][C:7]1([CH3:13])[C:8]([CH3:11])([CH3:10])[O:9][B:5](/[CH:4]=[CH:3]/[CH2:2][N:20]2[CH2:24][CH2:23][CH2:22][CH2:21]2)[O:6]1. Given the reactants Cl[CH2:2]/[CH:3]=[CH:4]/[B:5]1[O:9][C:8]([CH3:11])([CH3:10])[C:7]([CH3:13])([CH3:12])[O:6]1.C(=O)([O-])[O-].[K+].[K+].[NH:20]1[CH2:24][CH2:23][CH2:22][CH2:21]1, predict the reaction product. (2) Given the reactants [C:1]([C:3]1[CH:4]=[C:5]([CH:17]=[CH:18][CH:19]=1)[CH2:6][N:7]([CH2:9][C:10]([O:12][C:13]([CH3:16])([CH3:15])[CH3:14])=[O:11])[CH3:8])#[N:2].[NH2:20][OH:21], predict the reaction product. The product is: [NH2:2][C:1](=[N:20][OH:21])[C:3]1[CH:4]=[C:5]([CH:17]=[CH:18][CH:19]=1)[CH2:6][N:7]([CH2:9][C:10]([O:12][C:13]([CH3:14])([CH3:15])[CH3:16])=[O:11])[CH3:8].